Predict the reaction yield, written as a fraction of the theoretical maximum amount of product (1.0 means a 100% yield; for example, 0.34 means a 34% yield). From a dataset of Reaction yield outcomes from USPTO patents with 853,638 reactions. The reactants are C[Si]([N-][Si](C)(C)C)(C)C.[Na+].[CH3:11][O:12][C:13](=[O:23])[CH2:14][CH2:15][C:16]1[C:17](=[O:22])[NH:18][CH2:19][CH2:20][CH:21]=1.[CH3:24]Br. The catalyst is C1COCC1. The product is [CH3:11][O:12][C:13](=[O:23])[CH2:14][CH2:15][C:16]1[C:17](=[O:22])[N:18]([CH3:24])[CH2:19][CH2:20][CH:21]=1. The yield is 0.720.